Dataset: Catalyst prediction with 721,799 reactions and 888 catalyst types from USPTO. Task: Predict which catalyst facilitates the given reaction. (1) The catalyst class is: 4. Reactant: O[C:2]([C:5]1[CH:35]=[CH:34][C:8]([CH2:9][N:10]2[C:18]3[C:13](=[CH:14][C:15]([CH:19]=[C:20]4[S:24][C:23]([N:25]5[CH2:30][CH2:29][O:28][CH:27]([CH2:31][OH:32])[CH2:26]5)=[N:22][C:21]4=[O:33])=[CH:16][CH:17]=3)[CH:12]=[N:11]2)=[C:7]([C:36]([F:39])([F:38])[F:37])[CH:6]=1)([CH3:4])[CH3:3].C(O)(C(F)(F)F)=O. Product: [OH:32][CH2:31][C@@H:27]1[O:28][CH2:29][CH2:30][N:25]([C:23]2[S:24][C:20](=[CH:19][C:15]3[CH:14]=[C:13]4[C:18](=[CH:17][CH:16]=3)[N:10]([CH2:9][C:8]3[CH:34]=[CH:35][C:5]([C:2]([CH3:4])=[CH2:3])=[CH:6][C:7]=3[C:36]([F:37])([F:39])[F:38])[N:11]=[CH:12]4)[C:21](=[O:33])[N:22]=2)[CH2:26]1. (2) Reactant: [CH3:1][O:2][C:3]1[C:8]([NH2:9])=[CH:7][CH:6]=[CH:5][N:4]=1.N1(C(N2C=CN=C2)=S)C=CN=[CH:11]1.[Cl:22][C:23]1[CH:28]=[CH:27][CH:26]=[C:25]([Cl:29])[C:24]=1[C:30]1[NH:31][C:32]2[CH:38]=[C:37]([C:39]([NH:41][NH2:42])=[O:40])[CH:36]=[CH:35][C:33]=2[N:34]=1.CCN=C=NCCCN(C)C. Product: [Cl:22][C:23]1[CH:28]=[CH:27][CH:26]=[C:25]([Cl:29])[C:24]=1[C:30]1[NH:31][C:32]2[CH:38]=[C:37]([C:39]3[O:40][C:11]([NH:9][C:8]4[C:3]([O:2][CH3:1])=[N:4][CH:5]=[CH:6][CH:7]=4)=[N:42][N:41]=3)[CH:36]=[CH:35][C:33]=2[N:34]=1. The catalyst class is: 31. (3) Reactant: [S:1](Cl)([CH3:4])(=[O:3])=[O:2].[CH2:6]([OH:24])[CH2:7][O:8][CH2:9][CH2:10][O:11][CH2:12][CH2:13][O:14][CH2:15][CH2:16][O:17][CH2:18][CH2:19][O:20][CH2:21][CH2:22][OH:23]. Product: [CH3:4][S:1]([O:23][CH2:22][CH2:21][O:20][CH2:19][CH2:18][O:17][CH2:16][CH2:15][O:14][CH2:13][CH2:12][O:11][CH2:10][CH2:9][O:8][CH2:7][CH2:6][OH:24])(=[O:3])=[O:2]. The catalyst class is: 2. (4) Reactant: [CH2:1]([O:3][C:4]1[CH:5]=[C:6]2[C:11](=[C:12]3[CH2:16][C:15]([CH3:18])([CH3:17])[O:14][C:13]=13)[C:10]([C:19]1[CH:24]=[CH:23][CH:22]=[CH:21][CH:20]=1)=[N:9][C:8]([CH2:26][N:27]1C(=O)C3C(=CC=CC=3)C1=O)([CH3:25])[CH2:7]2)[CH3:2].O.NN.[OH-].[Na+]. Product: [CH2:1]([O:3][C:4]1[CH:5]=[C:6]2[C:11](=[C:12]3[CH2:16][C:15]([CH3:18])([CH3:17])[O:14][C:13]=13)[C:10]([C:19]1[CH:24]=[CH:23][CH:22]=[CH:21][CH:20]=1)=[N:9][C:8]([CH3:25])([CH2:26][NH2:27])[CH2:7]2)[CH3:2]. The catalyst class is: 8. (5) Reactant: [CH2:1]([O:3][P:4]([CH2:9][C:10]1[CH:15]=[CH:14][C:13]([NH:16][C:17](=[O:32])/[CH:18]=[CH:19]/[C:20]2[N:24]([C:25]3[CH:30]=[CH:29][C:28]([F:31])=[CH:27][CH:26]=3)[CH:23]=[N:22][CH:21]=2)=[CH:12][CH:11]=1)([O:6][CH2:7][CH3:8])=[O:5])[CH3:2]. Product: [CH2:1]([O:3][P:4]([CH2:9][C:10]1[CH:11]=[CH:12][C:13]([NH:16][C:17](=[O:32])[CH2:18][CH2:19][C:20]2[N:24]([C:25]3[CH:30]=[CH:29][C:28]([F:31])=[CH:27][CH:26]=3)[CH:23]=[N:22][CH:21]=2)=[CH:14][CH:15]=1)([O:6][CH2:7][CH3:8])=[O:5])[CH3:2]. The catalyst class is: 349. (6) Reactant: [N:1]1[CH:6]=[CH:5][CH:4]=[CH:3][C:2]=1[C:7]([OH:9])=O.C(N(CC)CC)C.C(OC(Cl)=O)C.[N-:23]=[N+:24]=[N-:25].[Na+]. Product: [N:23]([C:7]([C:2]1[CH:3]=[CH:4][CH:5]=[CH:6][N:1]=1)=[O:9])=[N+:24]=[N-:25]. The catalyst class is: 95. (7) Reactant: [C:1]([C:3]1[CH:4]=[C:5]([C:10]2[O:14][N:13]=[C:12]([C:15]3[CH:23]=[CH:22][C:21]4[N:20]5[CH2:24][CH2:25][CH:26]([CH2:27][C:28]([O:30]C(C)(C)C)=[O:29])[C:19]5=[CH:18][C:17]=4[CH:16]=3)[N:11]=2)[CH:6]=[CH:7][C:8]=1F)#[N:2].[F:35][C:36]([F:41])([F:40])[CH:37]([OH:39])[CH3:38].[H-].[Na+].Cl. Product: [C:1]([C:3]1[CH:4]=[C:5]([C:10]2[O:14][N:13]=[C:12]([C:15]3[CH:23]=[CH:22][C:21]4[N:20]5[CH2:24][CH2:25][CH:26]([CH2:27][C:28]([OH:30])=[O:29])[C:19]5=[CH:18][C:17]=4[CH:16]=3)[N:11]=2)[CH:6]=[CH:7][C:8]=1[O:39][CH:37]([CH3:38])[C:36]([F:41])([F:40])[F:35])#[N:2]. The catalyst class is: 1. (8) Reactant: [Br:1][C:2]1[CH:7]=[CH:6][C:5]([SH:8])=[CH:4][CH:3]=1.Br[CH:10]1[C:16](=[O:17])[CH2:15][CH2:14][N:13]([C:18]([O:20][CH2:21][CH3:22])=[O:19])[CH2:12][CH2:11]1.C(N(CC)CC)C. Product: [Br:1][C:2]1[CH:7]=[CH:6][C:5]([S:8][CH:10]2[C:16](=[O:17])[CH2:15][CH2:14][N:13]([C:18]([O:20][CH2:21][CH3:22])=[O:19])[CH2:12][CH2:11]2)=[CH:4][CH:3]=1. The catalyst class is: 22. (9) Reactant: [F:1][C:2]([F:17])([F:16])[C:3]1[CH:4]=[C:5]([C@@H:13]([OH:15])[CH3:14])[CH:6]=[C:7]([C:9]([F:12])([F:11])[F:10])[CH:8]=1.C1CCN2C(=NCCC2)CC1.[Cl:29][C:30]([Cl:34])([Cl:33])[C:31]#[N:32]. Product: [Cl:29][C:30]([Cl:34])([Cl:33])[C:31](=[NH:32])[O:15][C@H:13]([C:5]1[CH:4]=[C:3]([C:2]([F:16])([F:17])[F:1])[CH:8]=[C:7]([C:9]([F:10])([F:11])[F:12])[CH:6]=1)[CH3:14]. The catalyst class is: 27. (10) Reactant: [Cl:1][C:2]1[CH:9]=[CH:8][C:5]([CH:6]=O)=[CH:4][CH:3]=1.C[O:11][C:12](=O)[CH2:13][CH2:14][CH2:15][N+:16]([O-:18])=[O:17].C([O-])(=O)C.[NH4+:24]. Product: [Cl:1][C:2]1[CH:9]=[CH:8][C:5]([C@@H:6]2[NH:24][C:12](=[O:11])[CH2:13][CH2:14][C@H:15]2[N+:16]([O-:18])=[O:17])=[CH:4][CH:3]=1. The catalyst class is: 15.